This data is from Catalyst prediction with 721,799 reactions and 888 catalyst types from USPTO. The task is: Predict which catalyst facilitates the given reaction. (1) Reactant: [C:1]([C:5]1[CH:6]=[CH:7][C:8]([CH3:19])=[C:9](OS(C(F)(F)F)(=O)=O)[CH:10]=1)([CH3:4])([CH3:3])[CH3:2].C(N(CC)CC)C.[CH3:27][Si:28]([C:31]#[CH:32])([CH3:30])[CH3:29].CN(C)C=O. The catalyst class is: 81. Product: [C:1]([C:5]1[CH:6]=[CH:7][C:8]([CH3:19])=[C:9]([C:32]#[C:31][Si:28]([CH3:30])([CH3:29])[CH3:27])[CH:10]=1)([CH3:4])([CH3:3])[CH3:2]. (2) Reactant: [ClH:1].[S:2]1[CH:6]=[CH:5][C:4]2[C:7]([N:11]3[CH2:16][CH2:15][N:14]([CH2:17][CH2:18][CH2:19][CH2:20][O:21][C:22]4[CH:31]=[C:30]5[C:25]([CH:26]=[CH:27][C:28](=[O:32])[NH:29]5)=[CH:24][CH:23]=4)[CH2:13][CH2:12]3)=[CH:8][CH:9]=[CH:10][C:3]1=2. Product: [ClH:1].[S:2]1[CH:6]=[CH:5][C:4]2[C:7]([N:11]3[CH2:12][CH2:13][N:14]([CH2:17][CH2:18][CH2:19][CH2:20][O:21][C:22]4[CH:31]=[C:30]5[C:25]([CH:26]=[CH:27][C:28](=[O:32])[NH:29]5)=[CH:24][CH:23]=4)[CH2:15][CH2:16]3)=[CH:8][CH:9]=[CH:10][C:3]1=2. The catalyst class is: 138. (3) Reactant: Br[C:2]1[CH2:3][C:4]2[C:9]([CH:10]=1)=[CH:8][CH:7]=[CH:6][CH:5]=2.[Mg].[CH2:12]([O:19][C@@H:20]1[C@@H:25]([O:26][CH2:27][C:28]2[CH:33]=[CH:32][CH:31]=[CH:30][CH:29]=2)[C@H:24]([O:34][CH2:35][C:36]2[CH:41]=[CH:40][CH:39]=[CH:38][CH:37]=2)[C@@H:23]([CH2:42][O:43][CH2:44][C:45]2[CH:50]=[CH:49][CH:48]=[CH:47][CH:46]=2)[O:22][C@H:21]1[C:51]1[CH:52]=[C:53]([CH:60]=[CH:61][CH:62]=1)[C:54](N(C)OC)=[O:55])[C:13]1[CH:18]=[CH:17][CH:16]=[CH:15][CH:14]=1.O. Product: [CH2:3]1[C:4]2[C:9](=[CH:8][CH:7]=[CH:6][CH:5]=2)[CH:10]=[C:2]1[C:54]([C:53]1[CH:60]=[CH:61][CH:62]=[C:51]([C@@H:21]2[O:22][C@H:23]([CH2:42][O:43][CH2:44][C:45]3[CH:46]=[CH:47][CH:48]=[CH:49][CH:50]=3)[C@@H:24]([O:34][CH2:35][C:36]3[CH:37]=[CH:38][CH:39]=[CH:40][CH:41]=3)[C@H:25]([O:26][CH2:27][C:28]3[CH:33]=[CH:32][CH:31]=[CH:30][CH:29]=3)[C@H:20]2[O:19][CH2:12][C:13]2[CH:14]=[CH:15][CH:16]=[CH:17][CH:18]=2)[CH:52]=1)=[O:55]. The catalyst class is: 7. (4) Reactant: [OH:1][CH2:2][C:3]1([CH:6]=O)[CH2:5][CH2:4]1.[C:8]1([C@@H:14]([NH2:16])[CH3:15])[CH:13]=[CH:12][CH:11]=[CH:10][CH:9]=1.[C-:17]#[N:18].[K+].S(=O)(O)[O-].[Na+].C(=O)(O)[O-].[Na+]. Product: [OH:1][CH2:2][C:3]1([CH:6]([NH:16][C@H:14]([C:8]2[CH:13]=[CH:12][CH:11]=[CH:10][CH:9]=2)[CH3:15])[C:17]#[N:18])[CH2:5][CH2:4]1. The catalyst class is: 97. (5) Reactant: [Cl:1][C:2]1[N:3]=[C:4]([N:12]2[CH2:17][CH2:16][O:15][CH2:14][CH2:13]2)[C:5]2[S:10][C:9](I)=[N:8][C:6]=2[N:7]=1.C(N(CC)CC)C.Cl.[CH3:26][S:27]([N:30]1[CH2:35][CH2:34][NH:33][CH2:32][CH2:31]1)(=[O:29])=[O:28].[O:36]1CCC[CH2:37]1. Product: [Cl:1][C:2]1[N:3]=[C:4]([N:12]2[CH2:17][CH2:16][O:15][CH2:14][CH2:13]2)[C:5]2[S:10][C:9]([C:37]([N:33]3[CH2:34][CH2:35][N:30]([S:27]([CH3:26])(=[O:29])=[O:28])[CH2:31][CH2:32]3)=[O:36])=[N:8][C:6]=2[N:7]=1. The catalyst class is: 235. (6) Product: [C:12]([O:7][O:6][C:1]([CH2:4][CH3:5])([CH3:3])[CH3:2])(=[O:17])[C:13]([CH3:16])([CH3:15])[CH3:14]. Reactant: [C:1]([O:6][OH:7])([CH2:4][CH3:5])([CH3:3])[CH3:2].[OH-].[K+].[OH-].[Na+].[C:12](Cl)(=[O:17])[C:13]([CH3:16])([CH3:15])[CH3:14].Cl.CCCCCCCCCC(C)C. The catalyst class is: 6.